Predict which catalyst facilitates the given reaction. From a dataset of Catalyst prediction with 721,799 reactions and 888 catalyst types from USPTO. Reactant: [C:1]1([C:32]2[CH:37]=[CH:36][CH:35]=[CH:34][CH:33]=2)[CH:6]=[CH:5][C:4]([CH2:7][O:8][C:9]2[CH:14]=[CH:13][C:12]([CH2:15][CH2:16][CH2:17][O:18][C:19]3[CH:29]=[CH:28][C:22]([C:23]([O:25][CH2:26][CH3:27])=[O:24])=[CH:21][C:20]=3[CH:30]=[O:31])=[CH:11][CH:10]=2)=[CH:3][CH:2]=1.C1C[O:41]CC1.Cl([O-])=O.[Na+].S(=O)(=O)(O)N. Product: [C:1]1([C:32]2[CH:33]=[CH:34][CH:35]=[CH:36][CH:37]=2)[CH:2]=[CH:3][C:4]([CH2:7][O:8][C:9]2[CH:10]=[CH:11][C:12]([CH2:15][CH2:16][CH2:17][O:18][C:19]3[CH:29]=[CH:28][C:22]([C:23]([O:25][CH2:26][CH3:27])=[O:24])=[CH:21][C:20]=3[C:30]([OH:41])=[O:31])=[CH:13][CH:14]=2)=[CH:5][CH:6]=1. The catalyst class is: 6.